Dataset: Peptide-MHC class II binding affinity with 134,281 pairs from IEDB. Task: Regression. Given a peptide amino acid sequence and an MHC pseudo amino acid sequence, predict their binding affinity value. This is MHC class II binding data. The peptide sequence is LLPDWATERFRWLLI. The MHC is DRB1_0101 with pseudo-sequence DRB1_0101. The binding affinity (normalized) is 0.632.